Task: Binary Classification. Given a T-cell receptor sequence (or CDR3 region) and an epitope sequence, predict whether binding occurs between them.. Dataset: TCR-epitope binding with 47,182 pairs between 192 epitopes and 23,139 TCRs (1) The epitope is FLNRFTTTL. The TCR CDR3 sequence is CASSPLSRETQYF. Result: 0 (the TCR does not bind to the epitope). (2) The epitope is FSKQLQQSM. The TCR CDR3 sequence is CAWSINSAEAFF. Result: 0 (the TCR does not bind to the epitope). (3) The epitope is LLQTGIHVRVSQPSL. The TCR CDR3 sequence is CASSRRDRVHDEQFF. Result: 0 (the TCR does not bind to the epitope). (4) The epitope is KLWAQCVQL. The TCR CDR3 sequence is CASSSWTSFGELFF. Result: 1 (the TCR binds to the epitope). (5) The epitope is LLLGIGILV. The TCR CDR3 sequence is CASSFRGAGDQPQHF. Result: 1 (the TCR binds to the epitope). (6) The epitope is GPGHKARVL. Result: 0 (the TCR does not bind to the epitope). The TCR CDR3 sequence is CASRIREHYEQYF. (7) The epitope is VTEHDTLLY. The TCR CDR3 sequence is CASSQGTGNTEAFF. Result: 1 (the TCR binds to the epitope). (8) Result: 0 (the TCR does not bind to the epitope). The epitope is RISNCVADY. The TCR CDR3 sequence is CASSPRVGANTGELFF.